From a dataset of Full USPTO retrosynthesis dataset with 1.9M reactions from patents (1976-2016). Predict the reactants needed to synthesize the given product. (1) Given the product [CH3:17][S:14]([C:12]1[CH:11]=[CH:10][C:9]([O:18][C@@H:19]([CH3:24])[C:20]([F:23])([F:22])[F:21])=[C:8]([C:6]([N:4]2[CH2:3][CH:2]([O:1][C:26]3[CH:31]=[CH:30][C:29]([C:32]([F:35])([F:34])[F:33])=[CH:28][CH:27]=3)[CH2:5]2)=[O:7])[CH:13]=1)(=[O:15])=[O:16], predict the reactants needed to synthesize it. The reactants are: [OH:1][CH:2]1[CH2:5][N:4]([C:6]([C:8]2[CH:13]=[C:12]([S:14]([CH3:17])(=[O:16])=[O:15])[CH:11]=[CH:10][C:9]=2[O:18][C@@H:19]([CH3:24])[C:20]([F:23])([F:22])[F:21])=[O:7])[CH2:3]1.F[C:26]1[CH:31]=[CH:30][C:29]([C:32]([F:35])([F:34])[F:33])=[CH:28][CH:27]=1. (2) The reactants are: Cl[C:2]1[CH:3]=[N:4][CH:5]=[C:6]([Cl:16])[C:7]=1[CH2:8][O:9][CH:10]1[CH2:15][CH2:14][CH2:13][CH2:12][O:11]1.C(N(CC)CC)C. Given the product [CH3:8][O:9][C:10](=[O:11])[C:2]1[C:7]([CH2:8][O:9][CH:10]2[CH2:15][CH2:14][CH2:13][CH2:12][O:11]2)=[C:6]([Cl:16])[CH:5]=[N:4][CH:3]=1, predict the reactants needed to synthesize it. (3) The reactants are: [N:1]([CH2:4][CH2:5][C:6]1[C:14]2[C:9](=[CH:10][CH:11]=[C:12]([C:15]#[N:16])[CH:13]=2)[NH:8][C:7]=1[Si:17]([CH2:22][CH3:23])([CH2:20][CH3:21])[CH2:18][CH3:19])=[N+]=[N-].C1(P(C2C=CC=CC=2)C2C=CC=CC=2)C=CC=CC=1.CN(C(ON1N=NC2C=CC=NC1=2)=[N+](C)C)C.F[P-](F)(F)(F)(F)F.C(N(CC)C(C)C)(C)C.[F:76][C:77]1[CH:91]=[CH:90][C:89]([F:92])=[CH:88][C:78]=1[CH2:79][C:80]1[O:84][N:83]=[C:82]([C:85](O)=[O:86])[CH:81]=1. Given the product [C:15]([C:12]1[CH:13]=[C:14]2[C:9](=[CH:10][CH:11]=1)[NH:8][C:7]([Si:17]([CH2:22][CH3:23])([CH2:20][CH3:21])[CH2:18][CH3:19])=[C:6]2[CH2:5][CH2:4][NH:1][C:85]([C:82]1[CH:81]=[C:80]([CH2:79][C:78]2[CH:88]=[C:89]([F:92])[CH:90]=[CH:91][C:77]=2[F:76])[O:84][N:83]=1)=[O:86])#[N:16], predict the reactants needed to synthesize it. (4) Given the product [C:14]([O:13][C:11](=[O:12])[NH:1][C:2]1[CH:3]=[C:4]2[C:8](=[CH:9][CH:10]=1)[NH:7][CH:6]=[CH:5]2)([CH3:17])([CH3:16])[CH3:15], predict the reactants needed to synthesize it. The reactants are: [NH2:1][C:2]1[CH:3]=[C:4]2[C:8](=[CH:9][CH:10]=1)[NH:7][CH:6]=[CH:5]2.[C:11](O[C:11]([O:13][C:14]([CH3:17])([CH3:16])[CH3:15])=[O:12])([O:13][C:14]([CH3:17])([CH3:16])[CH3:15])=[O:12]. (5) Given the product [F:18][C:15]1[CH:14]=[N:13][C:12]([C:5]2[CH:6]=[CH:7][C:2]([OH:1])=[CH:3][CH:4]=2)=[N:17][CH:16]=1, predict the reactants needed to synthesize it. The reactants are: [OH:1][C:2]1[CH:7]=[CH:6][C:5](B(O)O)=[CH:4][CH:3]=1.Cl[C:12]1[N:17]=[CH:16][C:15]([F:18])=[CH:14][N:13]=1. (6) Given the product [CH2:16]([O:23][C:24](=[O:27])[CH2:25][N:14]=[C:1]([C:8]1[CH:9]=[CH:10][CH:11]=[CH:12][CH:13]=1)[C:2]1[CH:7]=[CH:6][CH:5]=[CH:4][CH:3]=1)[C:17]1[CH:22]=[CH:21][CH:20]=[CH:19][CH:18]=1, predict the reactants needed to synthesize it. The reactants are: [C:1](=[NH:14])([C:8]1[CH:13]=[CH:12][CH:11]=[CH:10][CH:9]=1)[C:2]1[CH:7]=[CH:6][CH:5]=[CH:4][CH:3]=1.Cl.[CH2:16]([O:23][C:24](=[O:27])[CH2:25]N)[C:17]1[CH:22]=[CH:21][CH:20]=[CH:19][CH:18]=1. (7) Given the product [CH3:36][N:37]1[C:41]([CH3:42])=[CH:40][C:39]([CH2:43][N:44]2[C:52]3[C:47](=[C:48]([NH:53][C:20]([C:17]4[N:14]5[CH:15]=[CH:16][C:11]([O:10][CH2:9][CH2:8][N:5]6[CH2:6][CH2:7][N:2]([CH3:1])[CH2:3][CH2:4]6)=[CH:12][C:13]5=[N:19][CH:18]=4)=[O:22])[CH:49]=[CH:50][CH:51]=3)[C:46]([CH2:54][CH3:55])=[N:45]2)=[N:38]1, predict the reactants needed to synthesize it. The reactants are: [CH3:1][N:2]1[CH2:7][CH2:6][N:5]([CH2:8][CH2:9][O:10][C:11]2[CH:16]=[CH:15][N:14]3[C:17]([C:20]([O-:22])=O)=[CH:18][N:19]=[C:13]3[CH:12]=2)[CH2:4][CH2:3]1.[Li+].ClC1C=C(Cl)C=C(Cl)C=1C(Cl)=O.[CH3:36][N:37]1[C:41]([CH3:42])=[CH:40][C:39]([CH2:43][N:44]2[C:52]3[CH:51]=[CH:50][CH:49]=[C:48]([NH2:53])[C:47]=3[C:46]([CH2:54][CH3:55])=[N:45]2)=[N:38]1.